From a dataset of Forward reaction prediction with 1.9M reactions from USPTO patents (1976-2016). Predict the product of the given reaction. Given the reactants [F:1][C:2]([F:18])([F:17])[C:3]1[CH:4]=[CH:5][C:6]([C:9]2[CH:16]=[CH:15][C:12]([CH:13]=[O:14])=[CH:11][CH:10]=2)=[N:7][CH:8]=1.[CH2:19]([Mg]Br)[CH2:20][CH2:21][CH3:22], predict the reaction product. The product is: [F:18][C:2]([F:17])([F:1])[C:3]1[CH:4]=[CH:5][C:6]([C:9]2[CH:16]=[CH:15][C:12]([CH:13]([OH:14])[CH2:19][CH2:20][CH2:21][CH3:22])=[CH:11][CH:10]=2)=[N:7][CH:8]=1.